This data is from Full USPTO retrosynthesis dataset with 1.9M reactions from patents (1976-2016). The task is: Predict the reactants needed to synthesize the given product. (1) Given the product [C:21]([N:20]1[C:16]([NH:15][C:13]2[N:12]=[C:11]([CH2:25][C:26]3([C:39]([O:41][CH2:42][CH3:43])=[O:40])[CH2:31][CH2:30][N:29]([C:32]([O:34][C:35]([CH3:36])([CH3:38])[CH3:37])=[O:33])[CH2:28][CH2:27]3)[CH:10]=[C:9]([OH:8])[CH:14]=2)=[CH:17][CH:18]=[N:19]1)([CH3:22])([CH3:23])[CH3:24], predict the reactants needed to synthesize it. The reactants are: C([O:8][C:9]1[CH:14]=[C:13]([NH:15][C:16]2[N:20]([C:21]([CH3:24])([CH3:23])[CH3:22])[N:19]=[CH:18][CH:17]=2)[N:12]=[C:11]([CH2:25][C:26]2([C:39]([O:41][CH2:42][CH3:43])=[O:40])[CH2:31][CH2:30][N:29]([C:32]([O:34][C:35]([CH3:38])([CH3:37])[CH3:36])=[O:33])[CH2:28][CH2:27]2)[CH:10]=1)C1C=CC=CC=1. (2) Given the product [ClH:34].[CH3:32][N:21]([CH:22]1[C:31]2[C:26](=[CH:27][CH:28]=[CH:29][CH:30]=2)[CH2:25][CH2:24][CH2:23]1)[C:20]([C:16]1[N:15]=[C:14]([C:11]2[CH:12]=[CH:13][N:8]=[CH:9][CH:10]=2)[CH:19]=[CH:18][CH:17]=1)=[O:33], predict the reactants needed to synthesize it. The reactants are: C(OC([N:8]1[CH2:13][CH2:12][CH:11]([C:14]2[CH:19]=[CH:18][CH:17]=[C:16]([C:20](=[O:33])[N:21]([CH3:32])[CH:22]3[C:31]4[C:26](=[CH:27][CH:28]=[CH:29][CH:30]=4)[CH2:25][CH2:24][CH2:23]3)[N:15]=2)[CH2:10][CH2:9]1)=O)(C)(C)C.[ClH:34].O1CCOCC1. (3) Given the product [CH2:16]([C:20]1[N:24]([C:25]2[CH:30]=[CH:29][CH:28]=[CH:27][CH:26]=2)[N:23]=[C:22]([CH2:31][NH:15][CH2:14][CH2:13][N:10]2[CH2:9][CH2:8][N:7]([C:1]3[CH:2]=[CH:3][CH:4]=[CH:5][CH:6]=3)[CH2:12][CH2:11]2)[CH:21]=1)[CH:17]([CH3:19])[CH3:18], predict the reactants needed to synthesize it. The reactants are: [C:1]1([N:7]2[CH2:12][CH2:11][N:10]([CH2:13][CH2:14][NH2:15])[CH2:9][CH2:8]2)[CH:6]=[CH:5][CH:4]=[CH:3][CH:2]=1.[CH2:16]([C:20]1[N:24]([C:25]2[CH:30]=[CH:29][CH:28]=[CH:27][CH:26]=2)[N:23]=[C:22]([CH:31]=O)[CH:21]=1)[CH:17]([CH3:19])[CH3:18]. (4) Given the product [Br:1][C:2]1[CH:3]=[C:4]([C:8]2[C:9]([C:10]3[CH:15]=[CH:14][N:13]=[CH:12][CH:11]=3)=[CH:25][NH:23][N:18]=2)[CH:5]=[CH:6][CH:7]=1, predict the reactants needed to synthesize it. The reactants are: [Br:1][C:2]1[CH:3]=[C:4]([C:8](=O)[CH2:9][C:10]2[CH:15]=[CH:14][N:13]=[CH:12][CH:11]=2)[CH:5]=[CH:6][CH:7]=1.O.[NH2:18]N.COC(OC)[N:23]([CH3:25])C. (5) Given the product [CH3:1][O:2][C:3]([C:5]1[CH:10]=[CH:9][C:8]([O:11][CH2:20][C:19]([F:32])([F:18])[CH:29]([F:31])[F:30])=[CH:7][N:6]=1)=[O:4], predict the reactants needed to synthesize it. The reactants are: [CH3:1][O:2][C:3]([C:5]1[CH:10]=[CH:9][C:8]([OH:11])=[CH:7][N:6]=1)=[O:4].C(=O)([O-])[O-].[K+].[K+].[F:18][C:19]([F:32])([CH:29]([F:31])[F:30])[CH2:20]OS(C(F)(F)F)(=O)=O. (6) Given the product [Br:17][C:8]1[C:3]([CH3:2])=[C:4]([C:11]2[CH:16]=[CH:15][CH:14]=[CH:13][CH:12]=2)[C:5]([CH3:10])=[CH:6][C:7]=1[CH3:9], predict the reactants needed to synthesize it. The reactants are: [Al].[CH3:2][C:3]1[CH:8]=[C:7]([CH3:9])[CH:6]=[C:5]([CH3:10])[C:4]=1[C:11]1[CH:16]=[CH:15][CH:14]=[CH:13][CH:12]=1.[Br-:17].[Li+].[B-](F)(F)(F)F.[B-](F)(F)(F)F.C1[N+]2(CCl)CC[N+](F)(CC2)C1. (7) Given the product [O:12]=[C:9]1[C:10]2[C:5](=[CH:4][CH:3]=[C:2]([C:14]#[N:16])[CH:11]=2)[CH2:6][CH2:7][NH:8]1, predict the reactants needed to synthesize it. The reactants are: I[C:2]1[CH:11]=[C:10]2[C:5]([CH2:6][CH2:7][NH:8][C:9]2=[O:12])=[CH:4][CH:3]=1.C[C:14]([N:16](C)C)=O.